This data is from NCI-60 drug combinations with 297,098 pairs across 59 cell lines. The task is: Regression. Given two drug SMILES strings and cell line genomic features, predict the synergy score measuring deviation from expected non-interaction effect. (1) Drug 2: COCCOC1=C(C=C2C(=C1)C(=NC=N2)NC3=CC=CC(=C3)C#C)OCCOC.Cl. Synergy scores: CSS=-0.953, Synergy_ZIP=1.29, Synergy_Bliss=-1.85, Synergy_Loewe=-1.67, Synergy_HSA=-3.77. Cell line: SF-295. Drug 1: C1=CC(=CC=C1C#N)C(C2=CC=C(C=C2)C#N)N3C=NC=N3. (2) Drug 1: CC1CCC2CC(C(=CC=CC=CC(CC(C(=O)C(C(C(=CC(C(=O)CC(OC(=O)C3CCCCN3C(=O)C(=O)C1(O2)O)C(C)CC4CCC(C(C4)OC)OP(=O)(C)C)C)C)O)OC)C)C)C)OC. Drug 2: CC(C)(C#N)C1=CC=C(C=C1)N2C3=C4C=C(C=CC4=NC=C3N(C2=O)C)C5=CC6=CC=CC=C6N=C5. Cell line: OVCAR3. Synergy scores: CSS=73.7, Synergy_ZIP=14.4, Synergy_Bliss=13.9, Synergy_Loewe=18.5, Synergy_HSA=19.6.